From a dataset of NCI-60 drug combinations with 297,098 pairs across 59 cell lines. Regression. Given two drug SMILES strings and cell line genomic features, predict the synergy score measuring deviation from expected non-interaction effect. (1) Drug 1: C1=CC(=CC=C1CCCC(=O)O)N(CCCl)CCCl. Drug 2: C1C(C(OC1N2C=NC3=C(N=C(N=C32)Cl)N)CO)O. Cell line: PC-3. Synergy scores: CSS=10.4, Synergy_ZIP=-7.96, Synergy_Bliss=-10.7, Synergy_Loewe=-9.42, Synergy_HSA=-9.20. (2) Drug 2: C1=CC=C(C(=C1)C(C2=CC=C(C=C2)Cl)C(Cl)Cl)Cl. Synergy scores: CSS=6.59, Synergy_ZIP=-1.06, Synergy_Bliss=13.6, Synergy_Loewe=-26.2, Synergy_HSA=-1.94. Cell line: SW-620. Drug 1: CC1C(C(CC(O1)OC2CC(CC3=C2C(=C4C(=C3O)C(=O)C5=C(C4=O)C(=CC=C5)OC)O)(C(=O)CO)O)N)O.Cl.